From a dataset of Full USPTO retrosynthesis dataset with 1.9M reactions from patents (1976-2016). Predict the reactants needed to synthesize the given product. (1) Given the product [C:12]([C:8]1[C:9]([CH3:11])=[CH:10][C:5]([O:4][CH:1]([CH3:3])[CH3:2])=[C:6]([NH:18][C:19]2[N:24]=[C:23]([NH:25][C:26]3[CH:31]=[CH:30][CH:29]=[CH:28][C:27]=3[S:32]([CH:35]([CH3:36])[CH3:37])(=[O:34])=[O:33])[C:22]([CH3:38])=[CH:21][N:20]=2)[CH:7]=1)#[CH:13], predict the reactants needed to synthesize it. The reactants are: [CH:1]([O:4][C:5]1[CH:10]=[C:9]([CH3:11])[C:8]([C:12]#[C:13][Si](C)(C)C)=[CH:7][C:6]=1[NH:18][C:19]1[N:24]=[C:23]([NH:25][C:26]2[CH:31]=[CH:30][CH:29]=[CH:28][C:27]=2[S:32]([CH:35]([CH3:37])[CH3:36])(=[O:34])=[O:33])[C:22]([CH3:38])=[CH:21][N:20]=1)([CH3:3])[CH3:2].CCCC[N+](CCCC)(CCCC)CCCC.[F-].CC(O)=O. (2) Given the product [CH3:8][C:4]([CH3:7])([CH2:5][CH3:6])[C:3](=[O:9])[C:2]([N:10]1[CH2:14][CH2:13][CH2:12][C@H:11]1[C:15]([O:17][CH2:26][CH2:25][CH2:24][C:18]1[CH:23]=[CH:22][CH:21]=[CH:20][CH:19]=1)=[O:16])=[O:1], predict the reactants needed to synthesize it. The reactants are: [O:1]=[C:2]([N:10]1[CH2:14][CH2:13][CH2:12][C@H:11]1[C:15]([OH:17])=[O:16])[C:3](=[O:9])[C:4]([CH3:8])([CH3:7])[CH2:5][CH3:6].[C:18]1([CH2:24][CH2:25][CH2:26]O)[CH:23]=[CH:22][CH:21]=[CH:20][CH:19]=1.C1(N=C=NC2CCCCC2)CCCCC1.C12(CS(O)(=O)=O)C(C)(C)C(CC1)CC2=O. (3) Given the product [Br:7][C:8]1[CH:13]=[CH:12][C:11]2[C:2](=[O:3])[C:1](=[O:5])[S:14][C:10]=2[CH:9]=1, predict the reactants needed to synthesize it. The reactants are: [C:1](Cl)(=[O:5])[C:2](Cl)=[O:3].[Br:7][C:8]1[CH:9]=[C:10]([SH:14])[CH:11]=[CH:12][CH:13]=1.[Cl-].[Al+3].[Cl-].[Cl-]. (4) Given the product [F:1][C:2]1[CH:29]=[CH:28][CH:27]=[C:26]([F:30])[C:3]=1[C:4]([N:6]([CH3:31])[C:7]([N:8]([C:10]1[CH:15]=[CH:14][C:13]([S:16][C:17]([F:22])([F:23])[C:18]([F:20])([F:21])[F:19])=[CH:12][C:11]=1[F:24])[CH3:9])=[O:25])=[O:5], predict the reactants needed to synthesize it. The reactants are: [F:1][C:2]1[CH:29]=[CH:28][CH:27]=[C:26]([F:30])[C:3]=1[C:4]([NH:6][C:7](=[O:25])[N:8]([C:10]1[CH:15]=[CH:14][C:13]([S:16][C:17]([F:23])([F:22])[C:18]([F:21])([F:20])[F:19])=[CH:12][C:11]=1[F:24])[CH3:9])=[O:5].[CH3:31]I.[H-].[Na+].[Cl-].[NH4+].